Dataset: Full USPTO retrosynthesis dataset with 1.9M reactions from patents (1976-2016). Task: Predict the reactants needed to synthesize the given product. (1) The reactants are: FC(F)(F)C(O)=O.[NH:8]1[C:16]2[C:11](=[CH:12][CH:13]=[CH:14][C:15]=2[CH:17]([C:22]2[CH:27]=[CH:26][CH:25]=[CH:24][CH:23]=2)[CH2:18][CH2:19][NH:20][CH3:21])[CH:10]=[N:9]1.O([C:36]([O:38][C:39]([CH3:42])([CH3:41])[CH3:40])=[O:37])[C:36]([O:38][C:39]([CH3:42])([CH3:41])[CH3:40])=[O:37]. Given the product [C:39]([O:38][C:36](=[O:37])[N:20]([CH2:19][CH2:18][CH:17]([C:15]1[CH:14]=[CH:13][CH:12]=[C:11]2[C:16]=1[NH:8][N:9]=[CH:10]2)[C:22]1[CH:23]=[CH:24][CH:25]=[CH:26][CH:27]=1)[CH3:21])([CH3:40])([CH3:41])[CH3:42], predict the reactants needed to synthesize it. (2) Given the product [CH:19]1([O:1][C:2]2[CH:3]=[C:4]([CH:7]=[CH:8][C:9]=2[O:10][CH3:11])[CH:5]=[O:6])[CH2:18][CH2:17][CH:16]=[CH:15]1, predict the reactants needed to synthesize it. The reactants are: [OH:1][C:2]1[CH:3]=[C:4]([CH:7]=[CH:8][C:9]=1[O:10][CH3:11])[CH:5]=[O:6].[H-].[Na+].Cl[CH:15]1[CH2:19][CH2:18][CH:17]=[CH:16]1. (3) Given the product [Cl:27][C:14]1[CH:15]=[C:16]([NH:19][S:20]([C:23]([F:25])([F:26])[F:24])(=[O:22])=[O:21])[CH:17]=[CH:18][C:13]=1[C:10]1[S:9][C:8]([C:6]2[CH:5]=[CH:4][N:3]=[C:2]([NH:1][S:29]([CH3:28])(=[O:31])=[O:30])[CH:7]=2)=[N:12][CH:11]=1, predict the reactants needed to synthesize it. The reactants are: [NH2:1][C:2]1[CH:7]=[C:6]([C:8]2[S:9][C:10]([C:13]3[CH:18]=[CH:17][C:16]([NH:19][S:20]([C:23]([F:26])([F:25])[F:24])(=[O:22])=[O:21])=[CH:15][C:14]=3[Cl:27])=[CH:11][N:12]=2)[CH:5]=[CH:4][N:3]=1.[CH3:28][S:29](Cl)(=[O:31])=[O:30]. (4) Given the product [CH3:27][C:28]1[N:12]2[C:13]([CH2:14][C:15]3[C:23]4[CH:22]=[CH:21][CH:20]=[CH:19][C:18]=4[NH:17][C:16]=3[CH2:11]2)=[C:2]([C:3]([O:5][CH3:6])=[O:4])[C:1]=1[C:7]([O:9][CH3:10])=[O:8], predict the reactants needed to synthesize it. The reactants are: [C:1]([C:7]([O:9][CH3:10])=[O:8])#[C:2][C:3]([O:5][CH3:6])=[O:4].[CH2:11]1[C:16]2[NH:17][C:18]3[C:23]([C:15]=2[CH2:14][CH:13](C(O)=O)[NH:12]1)=[CH:22][CH:21]=[CH:20][CH:19]=3.[C:27](OC(=O)C)(=O)[CH3:28]. (5) Given the product [C:26]([C:29]1[S:30][CH:31]=[CH:32][C:33]=1[CH2:34][N:13]1[C:14]2[CH:24]=[CH:23][CH:22]=[CH:21][C:15]=2[C:16]([CH:18]([CH3:19])[CH3:20])=[N:17][CH:11]([NH:10][C:8]([O:7][C:3]([CH3:5])([CH3:6])[CH3:4])=[O:9])[C:12]1=[O:25])(=[O:28])[CH3:27], predict the reactants needed to synthesize it. The reactants are: [H-].[Na+].[C:3]([O:7][C:8]([NH:10][CH:11]1[N:17]=[C:16]([CH:18]([CH3:20])[CH3:19])[C:15]2[CH:21]=[CH:22][CH:23]=[CH:24][C:14]=2[NH:13][C:12]1=[O:25])=[O:9])([CH3:6])([CH3:5])[CH3:4].[C:26]([C:29]1[S:30][CH:31]=[CH:32][C:33]=1[CH2:34]Br)(=[O:28])[CH3:27]. (6) Given the product [CH3:28][O:29][C:30]1[CH:31]=[C:32]2[C:37](=[CH:38][C:39]=1[O:40][CH3:41])[C:36]([CH3:42])=[N:35][CH:34]=[C:33]2[CH2:43][C:44]1[NH:13][C:14]2[C:15](=[O:27])[N:16]([CH3:26])[C:17](=[O:25])[N:18]([CH2:21][CH:22]([CH3:23])[CH3:24])[C:19]=2[N:20]=1, predict the reactants needed to synthesize it. The reactants are: Cl.CN(C)CCCN=C=NCC.[NH2:13][C:14]1[C:15](=[O:27])[N:16]([CH3:26])[C:17](=[O:25])[N:18]([CH2:21][CH:22]([CH3:24])[CH3:23])[C:19]=1[NH2:20].[CH3:28][O:29][C:30]1[CH:31]=[C:32]2[C:37](=[CH:38][C:39]=1[O:40][CH3:41])[C:36]([CH3:42])=[N:35][CH:34]=[C:33]2[CH2:43][C:44](O)=O. (7) Given the product [CH3:1][C:2]1[C:6](=[O:7])[O:5][CH2:4][C:3]=1[N:8]1[CH:12]=[CH:11][C:10]2([CH2:17][CH2:16][NH:15][CH2:14][CH2:13]2)[C:9]1=[O:25], predict the reactants needed to synthesize it. The reactants are: [CH3:1][C:2]1[C:6](=[O:7])[O:5][CH2:4][C:3]=1[N:8]1[CH:12]=[CH:11][C:10]2([CH2:17][CH2:16][N:15](C(OC(C)(C)C)=O)[CH2:14][CH2:13]2)[C:9]1=[O:25].FC(F)(F)C(O)=O. (8) Given the product [NH2:1][C:2]1[CH:7]=[N:6][C:5]([S:11][CH3:10])=[CH:4][N:3]=1, predict the reactants needed to synthesize it. The reactants are: [NH2:1][C:2]1[CH:7]=[N:6][C:5](Br)=[CH:4][N:3]=1.[Na].[CH3:10][SH:11].C(=O)([O-])O.[Na+].